Dataset: Catalyst prediction with 721,799 reactions and 888 catalyst types from USPTO. Task: Predict which catalyst facilitates the given reaction. (1) Reactant: [N:1]1([C:7]2[N:12]=[C:11]([C:13]3[CH:18]=[CH:17][C:16]([NH:19][C:20](=[O:28])[NH:21][C:22]4[CH:23]=[N:24][CH:25]=[CH:26][CH:27]=4)=[CH:15][CH:14]=3)[N:10]=[C:9]([NH:29][CH:30]3[CH2:33][N:32](C(OC(C)(C)C)=O)[CH2:31]3)[N:8]=2)[CH2:6][CH2:5][O:4][CH2:3][CH2:2]1.C(O)(C(F)(F)F)=O. Product: [NH:32]1[CH2:31][CH:30]([NH:29][C:9]2[N:8]=[C:7]([N:1]3[CH2:6][CH2:5][O:4][CH2:3][CH2:2]3)[N:12]=[C:11]([C:13]3[CH:14]=[CH:15][C:16]([NH:19][C:20]([NH:21][C:22]4[CH:23]=[N:24][CH:25]=[CH:26][CH:27]=4)=[O:28])=[CH:17][CH:18]=3)[N:10]=2)[CH2:33]1. The catalyst class is: 2. (2) Reactant: [CH3:1][O:2][C:3]1[CH:8]=[C:7]([O:9][C:10]2[CH:11]=[CH:12][C:13]([N+:18]([O-])=O)=[C:14]([CH:17]=2)[NH:15][CH3:16])[CH:6]=[CH:5][N:4]=1.[Cl-].[NH4+].C(O)C. Product: [CH3:1][O:2][C:3]1[CH:8]=[C:7]([O:9][C:10]2[CH:17]=[C:14]([NH:15][CH3:16])[C:13]([NH2:18])=[CH:12][CH:11]=2)[CH:6]=[CH:5][N:4]=1. The catalyst class is: 150. (3) Reactant: [Cl:1][C:2]1[CH:3]=[C:4]([N:14]([CH3:21])[CH:15]2[CH2:20][CH2:19][O:18][CH2:17][CH2:16]2)[C:5]([O:12][CH3:13])=[C:6]([CH:11]=1)[C:7]([O:9]C)=[O:8].[OH-].[Na+].Cl. Product: [Cl:1][C:2]1[CH:3]=[C:4]([N:14]([CH3:21])[CH:15]2[CH2:20][CH2:19][O:18][CH2:17][CH2:16]2)[C:5]([O:12][CH3:13])=[C:6]([CH:11]=1)[C:7]([OH:9])=[O:8]. The catalyst class is: 36. (4) Reactant: S([O:8][S:9]([C:12]([F:15])([F:14])[F:13])(=[O:11])=[O:10])(C(F)(F)F)(=O)=O.[F:16][C:17]1[C:18]([C:39]([O:41][CH2:42][CH3:43])=[O:40])=[CH:19][C:20]2[C:25]([C:26]=1O)=[CH:24][CH:23]=[C:22]([C:28]1[CH:33]=[CH:32][C:31]([O:34][C:35]([F:38])([F:37])[F:36])=[CH:30][CH:29]=1)[CH:21]=2.N1C=CC=CC=1. Product: [F:16][C:17]1[C:18]([C:39]([O:41][CH2:42][CH3:43])=[O:40])=[CH:19][C:20]2[C:25]([C:26]=1[O:8][S:9]([C:12]([F:13])([F:14])[F:15])(=[O:10])=[O:11])=[CH:24][CH:23]=[C:22]([C:28]1[CH:29]=[CH:30][C:31]([O:34][C:35]([F:38])([F:36])[F:37])=[CH:32][CH:33]=1)[CH:21]=2. The catalyst class is: 4. (5) Reactant: C[O:2][C:3](=[O:35])[CH2:4][C@H:5]([NH:12][C:13]([C:15]1[N:16]=[C:17]([C:33]#[N:34])[C:18]2[C:23]([C:24]=1[OH:25])=[CH:22][CH:21]=[C:20]([O:26][C:27]1[CH:32]=[CH:31][CH:30]=[CH:29][CH:28]=1)[CH:19]=2)=[O:14])[C:6]1[CH:7]=[N:8][CH:9]=[CH:10][CH:11]=1.O1CCCC1.[OH-].[Na+]. Product: [C:33]([C:17]1[C:18]2[C:23](=[CH:22][CH:21]=[C:20]([O:26][C:27]3[CH:28]=[CH:29][CH:30]=[CH:31][CH:32]=3)[CH:19]=2)[C:24]([OH:25])=[C:15]([C:13]([NH:12][C@H:5]([C:6]2[CH:7]=[N:8][CH:9]=[CH:10][CH:11]=2)[CH2:4][C:3]([OH:35])=[O:2])=[O:14])[N:16]=1)#[N:34]. The catalyst class is: 5. (6) Reactant: [C:1]([C:4]1[CH:9]=[CH:8][C:7]([S:10]([NH:13][C:14]2[C:15]([Cl:21])=[N:16][CH:17]=[C:18]([Br:20])[CH:19]=2)(=[O:12])=[O:11])=[CH:6][CH:5]=1)(=[O:3])[CH3:2].[CH3:22][Mg]Br.N#N. Product: [Br:20][C:18]1[CH:19]=[C:14]([NH:13][S:10]([C:7]2[CH:8]=[CH:9][C:4]([C:1]([OH:3])([CH3:22])[CH3:2])=[CH:5][CH:6]=2)(=[O:12])=[O:11])[C:15]([Cl:21])=[N:16][CH:17]=1. The catalyst class is: 1. (7) Reactant: [Br:1][C:2]1[C:3](=[O:33])[N:4]([C:25]2[C:30]([F:31])=[CH:29][CH:28]=[CH:27][C:26]=2[F:32])[C:5]([CH3:24])=[CH:6][C:7]=1[O:8][CH2:9][C:10]1[CH:22]=[CH:21][C:20]([F:23])=[CH:19][C:11]=1[O:12][CH2:13][C:14]([O:16]CC)=[O:15].[OH-].[Na+].CO.O. Product: [Br:1][C:2]1[C:3](=[O:33])[N:4]([C:25]2[C:30]([F:31])=[CH:29][CH:28]=[CH:27][C:26]=2[F:32])[C:5]([CH3:24])=[CH:6][C:7]=1[O:8][CH2:9][C:10]1[CH:22]=[CH:21][C:20]([F:23])=[CH:19][C:11]=1[O:12][CH2:13][C:14]([OH:16])=[O:15]. The catalyst class is: 1.